From a dataset of Forward reaction prediction with 1.9M reactions from USPTO patents (1976-2016). Predict the product of the given reaction. (1) Given the reactants [CH2:1]([O:3][C:4]([C:6]1[NH:7][N:8]=[C:9]([CH2:11][CH2:12][CH3:13])[CH:10]=1)=[O:5])[CH3:2].S(OC)(O[CH3:18])(=O)=O, predict the reaction product. The product is: [CH2:1]([O:3][C:4]([C:6]1[N:7]([CH3:18])[N:8]=[C:9]([CH2:11][CH2:12][CH3:13])[CH:10]=1)=[O:5])[CH3:2]. (2) Given the reactants [Cl:1][C:2]1[CH:3]=[CH:4][C:5]([OH:11])=[C:6]([C:8](=O)[CH3:9])[CH:7]=1.[CH3:12][N:13]1[CH2:18][CH2:17][N:16]([S:19]([C:22]2[CH:23]=[N:24][CH:25]=[C:26]([CH:31]=2)[C:27]([NH:29][NH2:30])=[O:28])(=[O:21])=[O:20])[CH2:15][CH2:14]1, predict the reaction product. The product is: [Cl:1][C:2]1[CH:3]=[CH:4][C:5]([OH:11])=[C:6](/[C:8](=[N:30]/[NH:29][C:27](=[O:28])[C:26]2[CH:31]=[C:22]([S:19]([N:16]3[CH2:15][CH2:14][N:13]([CH3:12])[CH2:18][CH2:17]3)(=[O:21])=[O:20])[CH:23]=[N:24][CH:25]=2)/[CH3:9])[CH:7]=1. (3) Given the reactants Br[C:2]1[CH:11]=[C:10]2[C:5]([CH:6]=[CH:7][N:8]([CH2:13][C:14]3[CH:19]=[CH:18][C:17]([F:20])=[C:16]([F:21])[CH:15]=3)[C:9]2=[O:12])=[CH:4][CH:3]=1.[C:22]1([CH2:28][C:29]#[CH:30])[CH:27]=[CH:26][CH:25]=[CH:24][CH:23]=1.C(N(CC)CC)C, predict the reaction product. The product is: [F:21][C:16]1[CH:15]=[C:14]([CH:19]=[CH:18][C:17]=1[F:20])[CH2:13][N:8]1[CH:7]=[CH:6][C:5]2[C:10](=[CH:11][C:2]([C:30]#[C:29][CH2:28][C:22]3[CH:27]=[CH:26][CH:25]=[CH:24][CH:23]=3)=[CH:3][CH:4]=2)[C:9]1=[O:12]. (4) Given the reactants [C:1]([O:5][C:6](=[O:18])[CH2:7][CH2:8][CH2:9][CH2:10][CH2:11][CH2:12][CH2:13][CH2:14][CH2:15][CH2:16]Br)([CH3:4])([CH3:3])[CH3:2].[N:19]([O-:21])=[O:20].[Na+].C1(C=C(O)C=C(O)C=1)O, predict the reaction product. The product is: [C:1]([O:5][C:6](=[O:18])[CH2:7][CH2:8][CH2:9][CH2:10][CH2:11][CH2:12][CH2:13][CH2:14][CH2:15][CH2:16][N+:19]([O-:21])=[O:20])([CH3:4])([CH3:3])[CH3:2]. (5) Given the reactants [CH2:1]([O:8][C@@H:9]1[C@@H:21]([O:22]CC2C=CC(OC)=CC=2)[C@:20]([CH3:33])([OH:32])[C@@H:19]([CH2:34][O:35][Si:36]([C:39]([CH3:42])([CH3:41])[CH3:40])([CH3:38])[CH3:37])[O:18][C@H:10]1[O:11][CH2:12][CH2:13][Si:14]([CH3:17])([CH3:16])[CH3:15])[C:2]1[CH:7]=[CH:6][CH:5]=[CH:4][CH:3]=1.ClC1C(=O)C(C#N)=C(C#N)C(=O)C=1Cl, predict the reaction product. The product is: [CH2:1]([O:8][C@@H:9]1[C@@H:21]([OH:22])[C@:20]([CH3:33])([OH:32])[C@@H:19]([CH2:34][O:35][Si:36]([C:39]([CH3:42])([CH3:41])[CH3:40])([CH3:38])[CH3:37])[O:18][C@H:10]1[O:11][CH2:12][CH2:13][Si:14]([CH3:15])([CH3:17])[CH3:16])[C:2]1[CH:3]=[CH:4][CH:5]=[CH:6][CH:7]=1.